From a dataset of Retrosynthesis with 50K atom-mapped reactions and 10 reaction types from USPTO. Predict the reactants needed to synthesize the given product. (1) Given the product c1cnc2c(c1)-c1cccnc1C2, predict the reactants needed to synthesize it. The reactants are: O=C1c2ncccc2-c2cccnc21. (2) Given the product CC(=O)C(CCCCCCC(=O)O)CCCC(O)COCc1ccccc1, predict the reactants needed to synthesize it. The reactants are: CC(=O)C(CCCCCCC(=O)OCc1ccccc1)CCCC(O)COCc1ccccc1.